From a dataset of Reaction yield outcomes from USPTO patents with 853,638 reactions. Predict the reaction yield, written as a fraction of the theoretical maximum amount of product (1.0 means a 100% yield; for example, 0.34 means a 34% yield). (1) The reactants are [H-].[Na+].O1[C:7]2[CH:8]=[CH:9][CH:10]=[CH:11][C:6]=2[N:5]=[C:4]1[N:12]([C:24]1[CH:29]=[CH:28][CH:27]=[CH:26][N:25]=1)[CH2:13][CH2:14][CH2:15][CH2:16][CH2:17][CH2:18][C:19](OCC)=O.[CH2:30]([O:32][C:33](=[O:42])CCCCCCCI)[CH3:31].O.[CH3:44][N:45](C=O)C. No catalyst specified. The product is [CH3:44][N:45]1[C:7]2[CH:8]=[CH:9][CH:10]=[CH:11][C:6]=2[N:5]=[C:4]1[N:12]([C:24]1[CH:29]=[CH:28][CH:27]=[CH:26][N:25]=1)[CH2:13][CH2:14][CH2:15][CH2:16][CH2:17][CH2:18][CH2:19][C:33]([O:32][CH2:30][CH3:31])=[O:42]. The yield is 0.340. (2) The reactants are [Cl:1][C:2]1[C:11]2[NH:10][C:9](=[O:12])[C:8]3[S:13][CH:14]=[CH:15][C:7]=3[C:6]=2[C:5]([C:16]2[CH:21]=[CH:20][C:19]([CH:22]([CH3:32])[CH2:23][NH:24]C(=O)OC(C)(C)C)=[CH:18][CH:17]=2)=[C:4]([O:33]C)[CH:3]=1.B(Br)(Br)Br. No catalyst specified. The product is [ClH:1].[NH2:24][CH2:23][CH:22]([C:19]1[CH:18]=[CH:17][C:16]([C:5]2[C:6]3[C:7]4[CH:15]=[CH:14][S:13][C:8]=4[C:9](=[O:12])[NH:10][C:11]=3[C:2]([Cl:1])=[CH:3][C:4]=2[OH:33])=[CH:21][CH:20]=1)[CH3:32]. The yield is 0.400. (3) The reactants are [CH3:1][O:2][C:3]1[CH:4]=[C:5]([C:12]#[C:13][CH2:14]O)[CH:6]=[CH:7][C:8]=1[N+:9]([O-:11])=[O:10].C1(P(C2C=CC=CC=2)C2C=CC=CC=2)C=CC=CC=1.C1C(=O)N([Cl:42])C(=O)C1. The catalyst is C(Cl)Cl. The product is [Cl:42][CH2:14][C:13]#[C:12][C:5]1[CH:6]=[CH:7][C:8]([N+:9]([O-:11])=[O:10])=[C:3]([O:2][CH3:1])[CH:4]=1. The yield is 0.970. (4) The reactants are C([O:8][C:9]1[CH:16]=[C:15]([O:17][CH3:18])[C:14]([O:19][CH3:20])=[CH:13][C:10]=1[CH:11]=[O:12])C1C=CC=CC=1. The catalyst is C(OCC)(=O)C.[Pd]. The product is [OH:8][C:9]1[CH:16]=[C:15]([O:17][CH3:18])[C:14]([O:19][CH3:20])=[CH:13][C:10]=1[CH:11]=[O:12]. The yield is 0.980. (5) The reactants are [CH3:1][CH:2]([CH3:57])[C@H:3]([NH:52][C:53](=[O:56])[O:54][CH3:55])[C:4]([N:6]1[CH2:10][CH2:9][CH2:8][C@H:7]1[C:11]1[NH:12][CH:13]=[C:14]([C:16]2[CH:21]=[CH:20][C:19]([C:22]3[CH:27]=[CH:26][C:25]([C:28]4[N:29]=[C:30]([CH:33]5[CH2:40][C:36]6([CH2:39][NH:38][CH2:37]6)[CH2:35][N:34]5[C:41](=[O:51])[C@@H:42]([NH:46][C:47]([O:49][CH3:50])=[O:48])[CH:43]([CH3:45])[CH3:44])[NH:31][CH:32]=4)=[CH:24][CH:23]=3)=[CH:18][CH:17]=2)[N:15]=1)=[O:5].[CH3:58][N:59]=[C:60]=[O:61].C(=O)([O-])[O-].[K+].[K+]. The catalyst is C(Cl)Cl. The product is [CH3:1][CH:2]([CH3:57])[C@H:3]([NH:52][C:53](=[O:56])[O:54][CH3:55])[C:4]([N:6]1[CH2:10][CH2:9][CH2:8][C@H:7]1[C:11]1[NH:12][CH:13]=[C:14]([C:16]2[CH:21]=[CH:20][C:19]([C:22]3[CH:23]=[CH:24][C:25]([C:28]4[N:29]=[C:30]([CH:33]5[CH2:40][C:36]6([CH2:37][N:38]([C:60]([NH:59][CH3:58])=[O:61])[CH2:39]6)[CH2:35][N:34]5[C:41](=[O:51])[C@@H:42]([NH:46][C:47]([O:49][CH3:50])=[O:48])[CH:43]([CH3:44])[CH3:45])[NH:31][CH:32]=4)=[CH:26][CH:27]=3)=[CH:18][CH:17]=2)[N:15]=1)=[O:5]. The yield is 0.700. (6) The reactants are O[CH:2]=[C:3]1[C:11]2[C:6](=[CH:7][C:8]([C:12]([C:14]3[CH:19]=[CH:18][C:17]([NH:20][C:21]([C:23]4[N:24]([CH2:29][CH3:30])[N:25]=[C:26]([CH3:28])[CH:27]=4)=[O:22])=[CH:16][CH:15]=3)=[O:13])=[CH:9][CH:10]=2)[NH:5][C:4]1=[O:31].[NH2:32][C:33]1[CH:34]=[CH:35][C:36]([CH3:40])=[C:37]([OH:39])[CH:38]=1. The catalyst is C1COCC1. The product is [OH:39][C:37]1[CH:38]=[C:33]([NH:32][CH:2]=[C:3]2[C:11]3[C:6](=[CH:7][C:8]([C:12]([C:14]4[CH:19]=[CH:18][C:17]([NH:20][C:21]([C:23]5[N:24]([CH2:29][CH3:30])[N:25]=[C:26]([CH3:28])[CH:27]=5)=[O:22])=[CH:16][CH:15]=4)=[O:13])=[CH:9][CH:10]=3)[NH:5][C:4]2=[O:31])[CH:34]=[CH:35][C:36]=1[CH3:40]. The yield is 0.440. (7) The reactants are O=[C:2]([CH2:6][CH3:7])[CH2:3][C:4]#[N:5].[C:8]1([NH:14][NH2:15])[CH:13]=[CH:12][CH:11]=[CH:10][CH:9]=1. The catalyst is C(O)C. The product is [CH2:6]([C:2]1[CH:3]=[C:4]([NH2:5])[N:14]([C:8]2[CH:13]=[CH:12][CH:11]=[CH:10][CH:9]=2)[N:15]=1)[CH3:7]. The yield is 0.370.